Dataset: Reaction yield outcomes from USPTO patents with 853,638 reactions. Task: Predict the reaction yield, written as a fraction of the theoretical maximum amount of product (1.0 means a 100% yield; for example, 0.34 means a 34% yield). (1) The reactants are [CH2:1]([NH:6][C:7]([C:9]1[N:10]=[N:11][C:12](Cl)=[CH:13][CH:14]=1)=[O:8])[CH2:2][CH2:3][CH2:4][CH3:5].[CH3:16][CH:17]1[CH2:22][NH:21][CH:20]([CH3:23])[CH2:19][NH:18]1.C(N(CC)CC)C.[F:31][C:32]([F:43])([F:42])[C:33]1[CH:41]=[CH:40][CH:39]=[CH:38][C:34]=1[C:35](Cl)=[O:36]. The product is [CH2:1]([NH:6][C:7]([C:9]1[N:10]=[N:11][C:12]([N:18]2[CH2:19][CH:20]([CH3:23])[N:21]([C:35](=[O:36])[C:34]3[CH:38]=[CH:39][CH:40]=[CH:41][C:33]=3[C:32]([F:31])([F:42])[F:43])[CH2:22][CH:17]2[CH3:16])=[CH:13][CH:14]=1)=[O:8])[CH2:2][CH2:3][CH2:4][CH3:5]. The catalyst is CC(O)C.ClCCl. The yield is 0.310. (2) The reactants are [Cl:1][C:2]1[CH:7]=[CH:6][C:5]([C:8]2([NH:11][C:12]3[N:17]=[C:16]([O:18][CH2:19][C:20]([F:23])([F:22])[F:21])[N:15]=[C:14]([NH:24][C:25]4[CH:48]=[CH:47][C:28]([C:29]([NH:31][CH2:32][CH2:33][CH2:34][C:35]([NH:37][C@H:38]([CH3:46])[C:39]([O:41]C(C)(C)C)=O)=[O:36])=[O:30])=[CH:27][CH:26]=4)[N:13]=3)[CH2:10][CH2:9]2)=[CH:4][CH:3]=1.C1N=CN(C(N2C=NC=C2)=O)C=1.[CH3:61][S:62]([NH2:65])(=[O:64])=[O:63].C1CCN2C(=NCCC2)CC1. The catalyst is O1CCOCC1.Cl.C1COCC1. The product is [Cl:1][C:2]1[CH:7]=[CH:6][C:5]([C:8]2([NH:11][C:12]3[N:17]=[C:16]([O:18][CH2:19][C:20]([F:21])([F:23])[F:22])[N:15]=[C:14]([NH:24][C:25]4[CH:26]=[CH:27][C:28]([C:29]([NH:31][CH2:32][CH2:33][CH2:34][C:35]([NH:37][C@H:38]([CH3:46])[C:39]([NH:65][S:62]([CH3:61])(=[O:64])=[O:63])=[O:41])=[O:36])=[O:30])=[CH:47][CH:48]=4)[N:13]=3)[CH2:9][CH2:10]2)=[CH:4][CH:3]=1. The yield is 0.330. (3) The reactants are [CH3:1][O:2][C:3]1[CH:4]=[C:5]([C:11]([C:13]2[CH:18]=[CH:17][C:16]([O:19][CH3:20])=[C:15]([O:21][CH3:22])[C:14]=2[OH:23])=[O:12])[CH:6]=[C:7]([O:9][CH3:10])[CH:8]=1.IC.[C:26]([O-])([O-])=O.[Na+].[Na+]. The catalyst is CN(C=O)C. The product is [CH3:1][O:2][C:3]1[CH:4]=[C:5]([C:11]([C:13]2[CH:18]=[CH:17][C:16]([O:19][CH3:20])=[C:15]([O:21][CH3:22])[C:14]=2[O:23][CH3:26])=[O:12])[CH:6]=[C:7]([O:9][CH3:10])[CH:8]=1. The yield is 0.900. (4) The reactants are [C:1]([O:7][CH2:8][C:9]([F:15])([F:14])[S:10]([O-:13])(=[O:12])=[O:11])(=[O:6])[C:2]([CH3:5])([CH3:4])[CH3:3].C([NH+](CC)CC)C.O.[Cl-].[C:25]1([I+:31][C:32]2[CH:37]=[CH:36][CH:35]=[CH:34][CH:33]=2)[CH:30]=[CH:29][CH:28]=[CH:27][CH:26]=1. The catalyst is C(Cl)(Cl)Cl. The product is [C:1]([O:7][CH2:8][C:9]([F:15])([F:14])[S:10]([O-:13])(=[O:11])=[O:12])(=[O:6])[C:2]([CH3:5])([CH3:4])[CH3:3].[C:32]1([I+:31][C:25]2[CH:26]=[CH:27][CH:28]=[CH:29][CH:30]=2)[CH:33]=[CH:34][CH:35]=[CH:36][CH:37]=1. The yield is 0.900. (5) The reactants are [C:1]([C:5]1[N:6]=[C:7]([NH:10]C(=O)OC(C)(C)C)[S:8][CH:9]=1)(=[O:4])[CH2:2][CH3:3].FC(F)(F)C(O)=O. The catalyst is ClCCl. The product is [NH2:10][C:7]1[S:8][CH:9]=[C:5]([C:1](=[O:4])[CH2:2][CH3:3])[N:6]=1. The yield is 0.900.